Dataset: NCI-60 drug combinations with 297,098 pairs across 59 cell lines. Task: Regression. Given two drug SMILES strings and cell line genomic features, predict the synergy score measuring deviation from expected non-interaction effect. Drug 1: CN(C)N=NC1=C(NC=N1)C(=O)N. Drug 2: CS(=O)(=O)CCNCC1=CC=C(O1)C2=CC3=C(C=C2)N=CN=C3NC4=CC(=C(C=C4)OCC5=CC(=CC=C5)F)Cl. Cell line: SK-MEL-28. Synergy scores: CSS=-1.12, Synergy_ZIP=1.68, Synergy_Bliss=2.66, Synergy_Loewe=-1.21, Synergy_HSA=-0.538.